Dataset: Reaction yield outcomes from USPTO patents with 853,638 reactions. Task: Predict the reaction yield, written as a fraction of the theoretical maximum amount of product (1.0 means a 100% yield; for example, 0.34 means a 34% yield). The reactants are [CH3:1][N:2]1[C:6]([C:7]2[S:11][C:10]([C:12]([OH:14])=O)=[CH:9][CH:8]=2)=[CH:5][CH:4]=[N:3]1.C1CN([P+](Br)(N2CCCC2)N2CCCC2)CC1.F[P-](F)(F)(F)(F)F.C(N(C(C)C)CC)(C)C.Cl.[NH2:49][C@@H:50]([CH2:63][C:64]1[CH:69]=[CH:68][CH:67]=[CH:66][C:65]=1[C:70]([F:73])([F:72])[F:71])[CH2:51][N:52]1[C:60](=[O:61])[C:59]2[C:54](=[CH:55][CH:56]=[CH:57][CH:58]=2)[C:53]1=[O:62]. The catalyst is C(Cl)Cl. The product is [O:61]=[C:60]1[C:59]2[C:54](=[CH:55][CH:56]=[CH:57][CH:58]=2)[C:53](=[O:62])[N:52]1[CH2:51][C@@H:50]([NH:49][C:12]([C:10]1[S:11][C:7]([C:6]2[N:2]([CH3:1])[N:3]=[CH:4][CH:5]=2)=[CH:8][CH:9]=1)=[O:14])[CH2:63][C:64]1[CH:69]=[CH:68][CH:67]=[CH:66][C:65]=1[C:70]([F:72])([F:71])[F:73]. The yield is 0.280.